Dataset: Full USPTO retrosynthesis dataset with 1.9M reactions from patents (1976-2016). Task: Predict the reactants needed to synthesize the given product. (1) Given the product [CH2:1]([N:8]1[CH2:14][CH2:13][CH2:12][C:11](=[O:15])[C:10]2=[CH:16][N:17]([CH2:19][C:20]3[CH:25]=[CH:24][C:23]([O:26][CH3:27])=[CH:22][CH:21]=3)[N:18]=[C:9]12)[C:2]1[CH:7]=[CH:6][CH:5]=[CH:4][CH:3]=1, predict the reactants needed to synthesize it. The reactants are: [CH2:1]([N:8]1[CH2:14][CH:13]=[CH:12][C:11](=[O:15])[C:10]2=[CH:16][N:17]([CH2:19][C:20]3[CH:25]=[CH:24][C:23]([O:26][CH3:27])=[CH:22][CH:21]=3)[N:18]=[C:9]12)[C:2]1[CH:7]=[CH:6][CH:5]=[CH:4][CH:3]=1. (2) The reactants are: [OH:1][CH:2]([CH2:5][OH:6])[CH2:3][NH2:4].[C:7]([C:9]1[C:17]2[C:12](=[CH:13][CH:14]=[C:15]([CH2:18][CH2:19][NH:20][C:21](=[O:35])[C:22]3[CH:27]=[CH:26][C:25]([C:28]4[CH:33]=[CH:32][N:31]=[C:30](Cl)[N:29]=4)=[CH:24][CH:23]=3)[CH:16]=2)[NH:11][CH:10]=1)#[N:8]. Given the product [C:7]([C:9]1[C:17]2[C:12](=[CH:13][CH:14]=[C:15]([CH2:18][CH2:19][NH:20][C:21](=[O:35])[C:22]3[CH:27]=[CH:26][C:25]([C:28]4[CH:33]=[CH:32][N:31]=[C:30]([NH:4][CH2:3][CH:2]([OH:1])[CH2:5][OH:6])[N:29]=4)=[CH:24][CH:23]=3)[CH:16]=2)[NH:11][CH:10]=1)#[N:8], predict the reactants needed to synthesize it. (3) Given the product [Cl:10][C:6]1[CH:5]=[C:4]2[C:3](=[CH:8][C:7]=1[F:9])[CH2:2][N:32]([C:19]([C:13]1[CH:18]=[CH:17][CH:16]=[CH:15][CH:14]=1)([C:26]1[CH:27]=[CH:28][CH:29]=[CH:30][CH:31]=1)[C:20]1[CH:21]=[CH:22][CH:23]=[CH:24][CH:25]=1)[CH2:11]2, predict the reactants needed to synthesize it. The reactants are: Br[CH2:2][C:3]1[CH:8]=[C:7]([F:9])[C:6]([Cl:10])=[CH:5][C:4]=1[CH2:11]Br.[C:13]1([C:19]([NH2:32])([C:26]2[CH:31]=[CH:30][CH:29]=[CH:28][CH:27]=2)[C:20]2[CH:25]=[CH:24][CH:23]=[CH:22][CH:21]=2)[CH:18]=[CH:17][CH:16]=[CH:15][CH:14]=1. (4) Given the product [ClH:42].[NH:19]1[C:18]2[CH:17]=[CH:16][CH:15]=[C:14]([NH:13][C:11]([N:9]3[CH2:8][CH2:7][N:6]4[C:2](=[O:1])[O:3][C:4]([C:36]5[CH:37]=[CH:38][CH:39]=[CH:40][CH:41]=5)([C:30]5[CH:35]=[CH:34][CH:33]=[CH:32][CH:31]=5)[CH:5]4[CH2:10]3)=[O:12])[C:22]=2[N:21]=[CH:20]1, predict the reactants needed to synthesize it. The reactants are: [O:1]=[C:2]1[N:6]2[CH2:7][CH2:8][N:9]([C:11]([NH:13][C:14]3[C:22]4[N:21]=[CH:20][N:19](C(OC(C)(C)C)=O)[C:18]=4[CH:17]=[CH:16][CH:15]=3)=[O:12])[CH2:10][CH:5]2[C:4]([C:36]2[CH:41]=[CH:40][CH:39]=[CH:38][CH:37]=2)([C:30]2[CH:35]=[CH:34][CH:33]=[CH:32][CH:31]=2)[O:3]1.[ClH:42].C(OCC)(=O)C. (5) Given the product [C:13]([C:14]1[S:16][CH:2]=[C:3]([C:5]2[CH:10]=[CH:9][N:8]=[C:7]([Cl:11])[N:6]=2)[N:15]=1)([CH3:18])([CH3:17])[CH3:12], predict the reactants needed to synthesize it. The reactants are: Br[CH2:2][C:3]([C:5]1[CH:10]=[CH:9][N:8]=[C:7]([Cl:11])[N:6]=1)=O.[CH3:12][C:13]([CH3:18])([CH3:17])[C:14](=[S:16])[NH2:15]. (6) Given the product [CH2:16]([N:14]([CH3:15])[C:12]1[C:11]([CH3:18])=[CH:10][C:9]2[NH:19][C:20](=[O:36])[CH2:21][C:22]([C:24]3[CH:29]=[CH:28][CH:27]=[C:26]([C:30]4[O:34][N:33]=[C:32]([CH3:35])[CH:31]=4)[CH:25]=3)=[N:7][C:8]=2[CH:13]=1)[CH3:17], predict the reactants needed to synthesize it. The reactants are: C(OC(=O)[NH:7][C:8]1[CH:13]=[C:12]([N:14]([CH2:16][CH3:17])[CH3:15])[C:11]([CH3:18])=[CH:10][C:9]=1[NH:19][C:20](=[O:36])[CH2:21][C:22]([C:24]1[CH:29]=[CH:28][CH:27]=[C:26]([C:30]2[O:34][N:33]=[C:32]([CH3:35])[CH:31]=2)[CH:25]=1)=O)(C)(C)C.C(O)(C(F)(F)F)=O.